Task: Binary Classification. Given a drug SMILES string, predict its activity (active/inactive) in a high-throughput screening assay against a specified biological target.. Dataset: M1 muscarinic receptor agonist screen with 61,833 compounds (1) The result is 0 (inactive). The compound is Clc1ccc(C(=O)CSc2n(Cc3occc3)c(nn2)c2ccncc2)cc1. (2) The result is 0 (inactive). The compound is o1c2c(n(c(c2)C(OC(C(=O)NCCOC)C)=O)C)cc1. (3) The molecule is S(=O)(=O)(N(C)C)c1cc(C(=O)N2CCc3c2cccc3)ccc1. The result is 0 (inactive). (4) The drug is Clc1cc(N2CCN(C3=C(NC4CCN(CC4)C(OCC)=O)C(=O)C3=O)CC2)c(cc1)C. The result is 0 (inactive). (5) The molecule is S(=O)(=O)(Nc1sc(nn1)COC)c1ccc(cc1)C. The result is 0 (inactive). (6) The molecule is S1C=2N(CN(C1)Cc1ccccc1)C(=O)CC(C2C#N)c1c(F)cccc1. The result is 0 (inactive). (7) The compound is Clc1ccc(N(C2CS(=O)(=O)C=C2)C(=O)c2cc3OCOc3cc2)cc1. The result is 0 (inactive). (8) The result is 0 (inactive). The molecule is O1C(CCC1)Cn1c(CCC(O)=O)ccc1c1ccccc1.